Dataset: Catalyst prediction with 721,799 reactions and 888 catalyst types from USPTO. Task: Predict which catalyst facilitates the given reaction. (1) Reactant: [C:1]([C:3]1[CH:25]=[CH:24][C:6]2[NH:7][C:8]3[N:9]=[CH:10][CH:11]=[CH:12][C:13]=3[C:14]([CH2:19][O:20][CH:21]([CH3:23])[CH3:22])([C:15]([F:18])([F:17])[CH3:16])[C:5]=2[CH:4]=1)#[N:2].CC(O)C.CC#N.C1C(=O)N([Cl:40])C(=O)C1. Product: [Cl:40][C:11]1[CH:10]=[N:9][C:8]2[NH:7][C:6]3[CH:24]=[CH:25][C:3]([C:1]#[N:2])=[CH:4][C:5]=3[C:14]([CH2:19][O:20][CH:21]([CH3:22])[CH3:23])([C:15]([F:17])([F:18])[CH3:16])[C:13]=2[CH:12]=1. The catalyst class is: 521. (2) Reactant: [Cl:1][C:2]1[CH:3]=[CH:4][C:5]([NH:8][CH2:9][C@H:10]2[N:17](C(OC(C)(C)C)=O)[CH2:16][CH2:15][C:12]3([CH2:14][CH2:13]3)[CH2:11]2)=[N:6][CH:7]=1.FC(F)(F)C(O)=O. Product: [CH2:13]1[C:12]2([CH2:15][CH2:16][NH:17][C@H:10]([CH2:9][NH:8][C:5]3[CH:4]=[CH:3][C:2]([Cl:1])=[CH:7][N:6]=3)[CH2:11]2)[CH2:14]1. The catalyst class is: 4. (3) Reactant: [OH:1][CH2:2][C:3]1[C:4]([OH:11])=[C:5](O)[C:6]([CH3:9])=[N:7][CH:8]=1.Br[CH2:13][C:14]1[CH:19]=[CH:18][CH:17]=[C:16]([C:20]#[N:21])[CH:15]=1.[C:22](=[O:25])([O-])[O-].[Cs+].[Cs+]. Product: [C:20]([C:16]1[CH:15]=[C:14]([CH:19]=[CH:18][CH:17]=1)[CH2:13][O:11][C:4]1[C:3]([CH2:2][OH:1])=[CH:8][N:7]=[C:6]([CH3:9])[C:5]=1[O:25][CH2:22][C:14]1[CH:15]=[C:16]([CH:17]=[CH:18][CH:19]=1)[C:20]#[N:21])#[N:21]. The catalyst class is: 3. (4) Reactant: [Cl:1][C:2]1[CH:16]=[C:15]([O:17][CH2:18][CH:19]=[C:20]([Cl:22])[Cl:21])[CH:14]=[C:13]([Cl:23])[C:3]=1[O:4][CH2:5][CH2:6][CH2:7][CH2:8][O:9][CH2:10][CH:11]=O.Cl.[Cl:25][C:26]([Cl:31])=[CH:27][CH2:28][O:29][NH2:30].Cl. Product: [Cl:25][C:26]([Cl:31])=[CH:27][CH2:28][O:29][N:30]=[CH:11][CH2:10][O:9][CH2:8][CH2:7][CH2:6][CH2:5][O:4][C:3]1[C:13]([Cl:23])=[CH:14][C:15]([O:17][CH2:18][CH:19]=[C:20]([Cl:21])[Cl:22])=[CH:16][C:2]=1[Cl:1]. The catalyst class is: 17. (5) Reactant: [F:1][C:2]1[C:9]([C:10]([F:13])([F:12])[F:11])=[CH:8][CH:7]=[CH:6][C:3]=1[C:4]#[N:5].C[Al](C)C.[N:18]([Si](C)(C)C)=[N+:19]=[N-:20].Cl. Product: [F:1][C:2]1[C:9]([C:10]([F:11])([F:12])[F:13])=[CH:8][CH:7]=[CH:6][C:3]=1[C:4]1[NH:20][N:19]=[N:18][N:5]=1. The catalyst class is: 133. (6) Reactant: [CH3:1][C@H:2]1[N:7]([C:8]2[NH:12][C:11]3[CH:13]=[C:14]([C:26]([F:29])([F:28])[F:27])[CH:15]=[C:16]([C:17]4[CH:22]=[C:21]([F:23])[C:20]([F:24])=[C:19]([F:25])[CH:18]=4)[C:10]=3[N:9]=2)[CH2:6][CH2:5][N:4]([C:30]2[N:35]=[CH:34][C:33]([CH2:36][OH:37])=[CH:32][C:31]=2[C:38]([F:41])([F:40])[F:39])[CH2:3]1. Product: [CH3:1][C@H:2]1[N:7]([C:8]2[NH:9][C:10]3[C:16]([C:17]4[CH:18]=[C:19]([F:25])[C:20]([F:24])=[C:21]([F:23])[CH:22]=4)=[CH:15][C:14]([C:26]([F:29])([F:28])[F:27])=[CH:13][C:11]=3[N:12]=2)[CH2:6][CH2:5][N:4]([C:30]2[N:35]=[CH:34][C:33]([CH:36]=[O:37])=[CH:32][C:31]=2[C:38]([F:41])([F:39])[F:40])[CH2:3]1. The catalyst class is: 697. (7) Reactant: [Cl:1][C:2]1[CH:7]=[C:6]([N+:8]([O-:10])=[O:9])[C:5]([Cl:11])=[CH:4][C:3]=1[CH2:12][C:13]([OH:15])=[O:14].O.[C:17]1(C)C=CC(S(O)(=O)=O)=C[CH:18]=1. Product: [Cl:1][C:2]1[CH:7]=[C:6]([N+:8]([O-:10])=[O:9])[C:5]([Cl:11])=[CH:4][C:3]=1[CH2:12][C:13]([O:15][CH2:17][CH3:18])=[O:14]. The catalyst class is: 8.